Dataset: Catalyst prediction with 721,799 reactions and 888 catalyst types from USPTO. Task: Predict which catalyst facilitates the given reaction. Reactant: Cl[C:2]1[C:3]2[CH:10]=[C:9]([C:11]3[CH:16]=[CH:15][C:14]([N:17]4[CH2:22][CH2:21][N:20]([CH:23]5[CH2:26][O:25][CH2:24]5)[CH2:19][CH2:18]4)=[C:13]([O:27][CH3:28])[CH:12]=3)[N:8]([CH2:29][O:30][CH2:31][CH2:32][Si:33]([CH3:36])([CH3:35])[CH3:34])[C:4]=2[N:5]=[CH:6][N:7]=1.[F:37][C:38]1[CH:45]=[CH:44][C:43](B2OC(C)(C)C(C)(C)O2)=[CH:42][C:39]=1[C:40]#[N:41].C([O-])([O-])=O.[Na+].[Na+]. Product: [F:37][C:38]1[CH:45]=[CH:44][C:43]([C:2]2[C:3]3[CH:10]=[C:9]([C:11]4[CH:16]=[CH:15][C:14]([N:17]5[CH2:18][CH2:19][N:20]([CH:23]6[CH2:26][O:25][CH2:24]6)[CH2:21][CH2:22]5)=[C:13]([O:27][CH3:28])[CH:12]=4)[N:8]([CH2:29][O:30][CH2:31][CH2:32][Si:33]([CH3:34])([CH3:36])[CH3:35])[C:4]=3[N:5]=[CH:6][N:7]=2)=[CH:42][C:39]=1[C:40]#[N:41]. The catalyst class is: 104.